From a dataset of NCI-60 drug combinations with 297,098 pairs across 59 cell lines. Regression. Given two drug SMILES strings and cell line genomic features, predict the synergy score measuring deviation from expected non-interaction effect. Drug 1: CC(CN1CC(=O)NC(=O)C1)N2CC(=O)NC(=O)C2. Synergy scores: CSS=38.8, Synergy_ZIP=-8.73, Synergy_Bliss=-3.38, Synergy_Loewe=-11.6, Synergy_HSA=-0.626. Drug 2: C1=CC(=CC=C1CCCC(=O)O)N(CCCl)CCCl. Cell line: DU-145.